This data is from Forward reaction prediction with 1.9M reactions from USPTO patents (1976-2016). The task is: Predict the product of the given reaction. (1) Given the reactants [CH3:1][C:2]1([CH3:10])[CH2:8][C:7](=[O:9])[O:6][C:4](=[O:5])[CH2:3]1.[CH2:11]1[CH2:16][CH2:15][CH2:14][CH2:13][CH2:12]1.[C:17]([O:20]CC)(=[O:19])C, predict the reaction product. The product is: [O:19]1[C:12]2[CH:13]=[CH:14][C:15]([C:7](=[O:9])[CH2:8][C:2]([CH3:1])([CH3:10])[CH2:3][C:4]([OH:6])=[O:5])=[CH:16][C:11]=2[O:20][CH2:17]1. (2) Given the reactants [CH2:1]([OH:10])[C@@H:2]([C@H:4]([C@@H:6]([CH2:8][OH:9])[OH:7])[OH:5])[OH:3].[OH:11][CH2:12][C:13]([C@H:15]([C@@H:17]([CH2:19][OH:20])[OH:18])[OH:16])=[O:14], predict the reaction product. The product is: [CH2:1]([OH:10])[C@@H:2]([C@H:4]([C@@H:6]([CH2:8][OH:9])[OH:7])[OH:5])[OH:3].[O:11]=[CH:12][C@@H:13]([C@H:15]([C@@H:17]([CH2:19][OH:20])[OH:18])[OH:16])[OH:14].